Dataset: Full USPTO retrosynthesis dataset with 1.9M reactions from patents (1976-2016). Task: Predict the reactants needed to synthesize the given product. (1) Given the product [C:32]([OH:38])([C:34]([F:37])([F:36])[F:35])=[O:33].[O:1]1[C:10]2[C:5](=[CH:6][CH:7]=[CH:8][CH:9]=2)[C:4]([C:11]2[CH:31]=[CH:30][C:14]([C:15]([NH:17][C@@H:18]3[CH2:26][C@:21]4([O:25][CH2:24][CH2:23][CH2:22]4)[CH2:20][C@@H:19]3[C:27]([NH:40][OH:41])=[O:29])=[O:16])=[CH:13][CH:12]=2)=[CH:3][CH2:2]1, predict the reactants needed to synthesize it. The reactants are: [O:1]1[C:10]2[C:5](=[CH:6][CH:7]=[CH:8][CH:9]=2)[C:4]([C:11]2[CH:31]=[CH:30][C:14]([C:15]([NH:17][C@@H:18]3[CH2:26][C@:21]4([O:25][CH2:24][CH2:23][CH2:22]4)[CH2:20][C@@H:19]3[C:27]([O-:29])=O)=[O:16])=[CH:13][CH:12]=2)=[CH:3][CH2:2]1.[C:32]([OH:38])([C:34]([F:37])([F:36])[F:35])=[O:33].Cl.[NH2:40][OH:41]. (2) Given the product [Cl:1][C:2]1[CH:3]=[C:4]2[C:9](=[CH:10][C:11]=1[O:30][C:27]1[CH:28]=[CH:29][C:24]([CH2:22][CH3:23])=[CH:25][CH:26]=1)[O:8][CH:7]([C:13]([F:16])([F:15])[F:14])[C:6]([C:17]([O:19][CH2:20][CH3:21])=[O:18])=[CH:5]2, predict the reactants needed to synthesize it. The reactants are: [Cl:1][C:2]1[CH:3]=[C:4]2[C:9](=[CH:10][C:11]=1F)[O:8][CH:7]([C:13]([F:16])([F:15])[F:14])[C:6]([C:17]([O:19][CH2:20][CH3:21])=[O:18])=[CH:5]2.[CH2:22]([C:24]1[CH:29]=[CH:28][C:27]([OH:30])=[CH:26][CH:25]=1)[CH3:23].C(=O)([O-])[O-].[K+].[K+].O. (3) The reactants are: FC(F)(F)C(O)=O.[NH2:8][C:9]1[C:18]2[N:19]=[C:20]([CH2:32][CH2:33][CH2:34][CH3:35])[N:21]([CH2:22][CH2:23][NH:24]C(=O)OC(C)(C)C)[C:17]=2[C:16]2[CH:15]=[CH:14][CH:13]=[CH:12][C:11]=2[N:10]=1. Given the product [NH2:8][C:9]1[C:18]2[N:19]=[C:20]([CH2:32][CH2:33][CH2:34][CH3:35])[N:21]([CH2:22][CH2:23][NH2:24])[C:17]=2[C:16]2[CH:15]=[CH:14][CH:13]=[CH:12][C:11]=2[N:10]=1, predict the reactants needed to synthesize it.